Dataset: Peptide-MHC class I binding affinity with 185,985 pairs from IEDB/IMGT. Task: Regression. Given a peptide amino acid sequence and an MHC pseudo amino acid sequence, predict their binding affinity value. This is MHC class I binding data. (1) The MHC is HLA-A02:19 with pseudo-sequence HLA-A02:19. The peptide sequence is SSWNSAHEK. The binding affinity (normalized) is 0.0847. (2) The peptide sequence is AMYADDTAGW. The MHC is HLA-B44:02 with pseudo-sequence HLA-B44:02. The binding affinity (normalized) is 0.554. (3) The peptide sequence is GSESLKSLY. The MHC is Mamu-A02 with pseudo-sequence Mamu-A02. The binding affinity (normalized) is 1.00. (4) The peptide sequence is KYYLAYTSY. The MHC is HLA-A26:01 with pseudo-sequence HLA-A26:01. The binding affinity (normalized) is 0.0847. (5) The peptide sequence is VGIPSHRHI. The MHC is HLA-A24:02 with pseudo-sequence HLA-A24:02. The binding affinity (normalized) is 0.0691. (6) The peptide sequence is YKEPNSIIL. The MHC is HLA-B15:01 with pseudo-sequence HLA-B15:01. The binding affinity (normalized) is 0.0847.